Dataset: Retrosynthesis with 50K atom-mapped reactions and 10 reaction types from USPTO. Task: Predict the reactants needed to synthesize the given product. (1) The reactants are: CC1(C)OB(c2cnc(N)nc2)OC1(C)C.Clc1nc(N2CCOCC2)c2ncn(CC3CC3)c2n1. Given the product Nc1ncc(-c2nc(N3CCOCC3)c3ncn(CC4CC4)c3n2)cn1, predict the reactants needed to synthesize it. (2) Given the product Cc1nn(C)c(C)c1-c1cccc(CCN(C)C)c1, predict the reactants needed to synthesize it. The reactants are: CN(C)CCc1cccc(Br)c1.Cc1nn(C)c(C)c1B1OC(C)(C)C(C)(C)O1. (3) The reactants are: CCn1cc(-c2ccc(Cl)nc2)ccc1=O.NN. Given the product CCn1cc(-c2ccc(NN)nc2)ccc1=O, predict the reactants needed to synthesize it. (4) Given the product Cc1nc(N)ncc1-c1nc(N2CCOCC2)c2nc(N3CCC(N(C)C)C3)n(CC3CC3)c2n1, predict the reactants needed to synthesize it. The reactants are: CN(C)C1CCNC1.Cc1nc(N)ncc1-c1nc(N2CCOCC2)c2nc(Cl)n(CC3CC3)c2n1. (5) Given the product C[C@@H]1CC[C@@H](C)N1C(=O)c1ccc(-c2ccc(OCCCN3CCOCC3)cc2)cc1, predict the reactants needed to synthesize it. The reactants are: C1COCCN1.C[C@@H]1CC[C@@H](C)N1C(=O)c1ccc(-c2ccc(OCCCCl)cc2)cc1.